Dataset: NCI-60 drug combinations with 297,098 pairs across 59 cell lines. Task: Regression. Given two drug SMILES strings and cell line genomic features, predict the synergy score measuring deviation from expected non-interaction effect. (1) Drug 1: C1CCN(CC1)CCOC2=CC=C(C=C2)C(=O)C3=C(SC4=C3C=CC(=C4)O)C5=CC=C(C=C5)O. Drug 2: CCC1=CC2CC(C3=C(CN(C2)C1)C4=CC=CC=C4N3)(C5=C(C=C6C(=C5)C78CCN9C7C(C=CC9)(C(C(C8N6C)(C(=O)OC)O)OC(=O)C)CC)OC)C(=O)OC.C(C(C(=O)O)O)(C(=O)O)O. Cell line: 786-0. Synergy scores: CSS=18.9, Synergy_ZIP=-1.19, Synergy_Bliss=-1.43, Synergy_Loewe=-11.3, Synergy_HSA=-0.0229. (2) Drug 1: C1=NC(=NC(=O)N1C2C(C(C(O2)CO)O)O)N. Drug 2: CN(C(=O)NC(C=O)C(C(C(CO)O)O)O)N=O. Cell line: LOX IMVI. Synergy scores: CSS=32.7, Synergy_ZIP=-3.85, Synergy_Bliss=-2.90, Synergy_Loewe=-28.3, Synergy_HSA=-2.78.